From a dataset of Experimentally validated miRNA-target interactions with 360,000+ pairs, plus equal number of negative samples. Binary Classification. Given a miRNA mature sequence and a target amino acid sequence, predict their likelihood of interaction. The miRNA is hsa-miR-23b-5p with sequence UGGGUUCCUGGCAUGCUGAUUU. The protein sequence of the target gene is MRKAGLWGLLCVFFVSEVKAAIVLEEERYDLVEGQTLTVKCPFNIMKYANSQKAWQRLPDGKEPLTLVVTQRPFTRPSEVHMGKFTLKHDPSEAMLQVQMTDLQVTDSGLYRCVIYHPPNDPVVLFHPVRLVVTKGSSDVFTPVIIPITRLTERPILITTKYSPSDTTTTRSLPKPTAVVSSPGLGVTIINGTDADSVSTSSVTISVICGLLSKSLVFIILFIVTKRTFG. Result: 0 (no interaction).